Predict the reactants needed to synthesize the given product. From a dataset of Full USPTO retrosynthesis dataset with 1.9M reactions from patents (1976-2016). Given the product [O:1]1[CH:5]=[CH:4][CH:3]=[C:2]1[C:6]1[O:7][C:8]([CH3:36])=[C:9]([CH2:11][O:12][C:13]2[CH:33]=[CH:32][C:16]([CH2:17][O:18][C:19]3[CH:23]=[C:22](/[CH:24]=[CH:37]/[P:46](=[O:53])([O:47][CH2:48][CH3:49])[O:50][CH2:51][CH3:52])[N:21]([C:26]4[CH:27]=[CH:28][CH:29]=[CH:30][CH:31]=4)[N:20]=3)=[CH:15][C:14]=2[O:34][CH3:35])[N:10]=1, predict the reactants needed to synthesize it. The reactants are: [O:1]1[CH:5]=[CH:4][CH:3]=[C:2]1[C:6]1[O:7][C:8]([CH3:36])=[C:9]([CH2:11][O:12][C:13]2[CH:33]=[CH:32][C:16]([CH2:17][O:18][C:19]3[CH:23]=[C:22]([CH:24]=O)[N:21]([C:26]4[CH:31]=[CH:30][CH:29]=[CH:28][CH:27]=4)[N:20]=3)=[CH:15][C:14]=2[O:34][CH3:35])[N:10]=1.[CH2:37]([P:46](=[O:53])([O:50][CH2:51][CH3:52])[O:47][CH2:48][CH3:49])P(=O)(OCC)OCC.CN(C)C=O.[H-].[Na+].